This data is from Reaction yield outcomes from USPTO patents with 853,638 reactions. The task is: Predict the reaction yield, written as a fraction of the theoretical maximum amount of product (1.0 means a 100% yield; for example, 0.34 means a 34% yield). (1) The reactants are [NH2:1][CH2:2][CH2:3][C:4]([C:6]1[CH:20]=[CH:19][C:9]2[N:10]=[C:11]([NH:13][C:14]([NH:16][CH2:17][CH3:18])=[O:15])[S:12][C:8]=2[CH:7]=1)=[O:5].C(N(CC)CC)C.[F:28][C:29]1[CH:37]=[CH:36][C:32]([C:33](Cl)=[O:34])=[CH:31][CH:30]=1. The catalyst is CN(C=O)C. The product is [CH2:17]([NH:16][C:14]([NH:13][C:11]1[S:12][C:8]2[CH:7]=[C:6]([C:4](=[O:5])[CH2:3][CH2:2][NH:1][C:33](=[O:34])[C:32]3[CH:36]=[CH:37][C:29]([F:28])=[CH:30][CH:31]=3)[CH:20]=[CH:19][C:9]=2[N:10]=1)=[O:15])[CH3:18]. The yield is 0.100. (2) The reactants are [NH2:1][C@H:2]1[C:8](=[O:9])[N:7]([CH2:10][C:11]2[CH:16]=[CH:15][CH:14]=[CH:13][CH:12]=2)[CH2:6][C:5]2[C:17]([CH3:29])=[C:18]([NH:21][C:22](=[O:28])[O:23][C:24]([CH3:27])([CH3:26])[CH3:25])[CH:19]=[CH:20][C:4]=2[CH2:3]1.C(N1C(=O)[C@H](N[C:46]([N:48]2[CH2:53][CH2:52][CH:51]([N:54]3[CH2:63][C:62]4[C:57](=[CH:58][CH:59]=[CH:60][CH:61]=4)[NH:56][C:55]3=[O:64])[CH2:50][CH2:49]2)=[O:47])CC2C=C(C)C(NC(=O)OC(C)(C)C)=CC=2C1)C1C=CC=CC=1. No catalyst specified. The product is [CH2:10]([N:7]1[C:8](=[O:9])[C@H:2]([NH:1][C:46]([N:48]2[CH2:53][CH2:52][CH:51]([N:54]3[CH2:63][C:62]4[C:57](=[CH:58][CH:59]=[CH:60][CH:61]=4)[NH:56][C:55]3=[O:64])[CH2:50][CH2:49]2)=[O:47])[CH2:3][C:4]2[CH:20]=[CH:19][C:18]([NH:21][C:22](=[O:28])[O:23][C:24]([CH3:25])([CH3:26])[CH3:27])=[C:17]([CH3:29])[C:5]=2[CH2:6]1)[C:11]1[CH:16]=[CH:15][CH:14]=[CH:13][CH:12]=1. The yield is 0.940. (3) The reactants are [CH3:1][C:2]1[CH:26]=[CH:25][C:5]2[S:6][C:7]([C:9]3[C:13]([C:14](O)=[O:15])=[CH:12][N:11]([CH2:17][O:18][CH2:19][CH2:20][Si:21]([CH3:24])([CH3:23])[CH3:22])[N:10]=3)=[CH:8][C:4]=2[CH:3]=1.[CH3:27][C:28]([NH2:31])([CH3:30])[CH3:29].Cl.C(N=C=NCCCN(C)C)C.C1C=CC2N(O)N=NC=2C=1. The catalyst is CN(C=O)C. The product is [C:28]([NH:31][C:14]([C:13]1[C:9]([C:7]2[S:6][C:5]3[CH:25]=[CH:26][C:2]([CH3:1])=[CH:3][C:4]=3[CH:8]=2)=[N:10][N:11]([CH2:17][O:18][CH2:19][CH2:20][Si:21]([CH3:24])([CH3:23])[CH3:22])[CH:12]=1)=[O:15])([CH3:30])([CH3:29])[CH3:27]. The yield is 0.700. (4) The reactants are [C:1]1([S:7][C:8]2[CH:17]=[C:16]3[C:11]([C:12](=[O:18])[CH2:13]CO3)=[CH:10][CH:9]=2)[CH:6]=[CH:5][CH:4]=[CH:3][CH:2]=1.[CH3:19][OH:20].[OH:21]OS([O-])=O.[K+].S([O-])(O[O-])(=O)=O.[K+].[K+].[OH2:35]. No catalyst specified. The product is [C:1]1([S:7]([C:8]2[CH:17]=[C:16]3[C:11]([C:12](=[O:18])[CH2:13][CH2:19][O:20]3)=[CH:10][CH:9]=2)(=[O:21])=[O:35])[CH:6]=[CH:5][CH:4]=[CH:3][CH:2]=1. The yield is 0.630. (5) The reactants are [CH:1]1([NH:4][C:5]([NH:7][NH:8][C:9]2[C:14]([I:15])=[CH:13][CH:12]=[CH:11][N:10]=2)=O)[CH2:3][CH2:2]1.P(Cl)(Cl)(Cl)=O.[OH-].[Na+]. No catalyst specified. The product is [CH:1]1([NH:4][C:5]2[N:10]3[CH:11]=[CH:12][CH:13]=[C:14]([I:15])[C:9]3=[N:8][N:7]=2)[CH2:3][CH2:2]1. The yield is 0.880. (6) The reactants are [Cl:1][C:2]1[CH:8]=[CH:7][C:6]([N+:9]([O-:11])=[O:10])=[CH:5][C:3]=1N.S(=O)(=O)(O)O.N([O-])=O.[Na+].[I-:21].[K+]. The catalyst is O. The product is [Cl:1][C:2]1[CH:8]=[CH:7][C:6]([N+:9]([O-:11])=[O:10])=[CH:5][C:3]=1[I:21]. The yield is 0.730.